From a dataset of NCI-60 drug combinations with 297,098 pairs across 59 cell lines. Regression. Given two drug SMILES strings and cell line genomic features, predict the synergy score measuring deviation from expected non-interaction effect. (1) Drug 1: CC1=C(C=C(C=C1)C(=O)NC2=CC(=CC(=C2)C(F)(F)F)N3C=C(N=C3)C)NC4=NC=CC(=N4)C5=CN=CC=C5. Drug 2: CC1CCC2CC(C(=CC=CC=CC(CC(C(=O)C(C(C(=CC(C(=O)CC(OC(=O)C3CCCCN3C(=O)C(=O)C1(O2)O)C(C)CC4CCC(C(C4)OC)O)C)C)O)OC)C)C)C)OC. Cell line: A498. Synergy scores: CSS=4.88, Synergy_ZIP=4.13, Synergy_Bliss=8.31, Synergy_Loewe=1.10, Synergy_HSA=1.91. (2) Drug 1: C1CC(=O)NC(=O)C1N2CC3=C(C2=O)C=CC=C3N. Drug 2: CCC1=CC2CC(C3=C(CN(C2)C1)C4=CC=CC=C4N3)(C5=C(C=C6C(=C5)C78CCN9C7C(C=CC9)(C(C(C8N6C)(C(=O)OC)O)OC(=O)C)CC)OC)C(=O)OC.C(C(C(=O)O)O)(C(=O)O)O. Cell line: M14. Synergy scores: CSS=9.88, Synergy_ZIP=-1.14, Synergy_Bliss=-2.46, Synergy_Loewe=-24.7, Synergy_HSA=-1.37. (3) Drug 2: B(C(CC(C)C)NC(=O)C(CC1=CC=CC=C1)NC(=O)C2=NC=CN=C2)(O)O. Cell line: NCI-H460. Synergy scores: CSS=81.4, Synergy_ZIP=11.3, Synergy_Bliss=11.7, Synergy_Loewe=-4.28, Synergy_HSA=11.6. Drug 1: CC1CCCC2(C(O2)CC(NC(=O)CC(C(C(=O)C(C1O)C)(C)C)O)C(=CC3=CSC(=N3)C)C)C. (4) Drug 1: CCN(CC)CCNC(=O)C1=C(NC(=C1C)C=C2C3=C(C=CC(=C3)F)NC2=O)C. Drug 2: CC1=C(N=C(N=C1N)C(CC(=O)N)NCC(C(=O)N)N)C(=O)NC(C(C2=CN=CN2)OC3C(C(C(C(O3)CO)O)O)OC4C(C(C(C(O4)CO)O)OC(=O)N)O)C(=O)NC(C)C(C(C)C(=O)NC(C(C)O)C(=O)NCCC5=NC(=CS5)C6=NC(=CS6)C(=O)NCCC[S+](C)C)O. Cell line: SK-MEL-28. Synergy scores: CSS=4.19, Synergy_ZIP=-2.87, Synergy_Bliss=0.675, Synergy_Loewe=0.821, Synergy_HSA=1.14. (5) Drug 1: C(=O)(N)NO. Drug 2: C#CCC(CC1=CN=C2C(=N1)C(=NC(=N2)N)N)C3=CC=C(C=C3)C(=O)NC(CCC(=O)O)C(=O)O. Cell line: DU-145. Synergy scores: CSS=-4.79, Synergy_ZIP=9.42, Synergy_Bliss=13.9, Synergy_Loewe=5.49, Synergy_HSA=4.47. (6) Drug 1: C1CCC(C(C1)[NH-])[NH-].C(=O)(C(=O)[O-])[O-].[Pt+4]. Drug 2: CNC(=O)C1=NC=CC(=C1)OC2=CC=C(C=C2)NC(=O)NC3=CC(=C(C=C3)Cl)C(F)(F)F. Cell line: HCT116. Synergy scores: CSS=73.7, Synergy_ZIP=1.14, Synergy_Bliss=-0.0563, Synergy_Loewe=-8.56, Synergy_HSA=4.12.